Dataset: Forward reaction prediction with 1.9M reactions from USPTO patents (1976-2016). Task: Predict the product of the given reaction. (1) The product is: [CH2:18]([O:17][CH:4]([O:3][CH2:1][CH3:2])[CH2:5][CH:6]([C:7]([O:9][CH2:10][CH3:11])=[O:8])[C:12]([O-:14])=[O:13])[CH3:19].[K+:21]. Given the reactants [CH2:1]([O:3][CH:4]([O:17][CH2:18][CH3:19])[CH2:5][CH:6]([C:12]([O:14]CC)=[O:13])[C:7]([O:9][CH2:10][CH3:11])=[O:8])[CH3:2].[OH-].[K+:21], predict the reaction product. (2) Given the reactants [PH2](O)=O.C(N1CCCCC1)C.[CH2:12]=[CH:13][S:14]([O:17][C:18]1[C:23]([F:24])=[C:22]([F:25])[C:21]([F:26])=[C:20]([F:27])[C:19]=1[F:28])(=[O:16])=[O:15].I[CH2:30][CH:31]1[CH2:36][CH2:35][CH2:34][CH2:33][N:32]1[S:37]([C:40]1[C:45]([CH3:46])=[CH:44][C:43]([O:47][CH3:48])=[CH:42][C:41]=1[CH3:49])(=[O:39])=[O:38].C(B(CC)CC)C, predict the reaction product. The product is: [CH3:48][O:47][C:43]1[CH:44]=[C:45]([CH3:46])[C:40]([S:37]([N:32]2[CH2:33][CH2:34][CH2:35][CH2:36][CH:31]2[CH2:30][CH2:12][CH2:13][S:14]([O:17][C:18]2[C:19]([F:28])=[C:20]([F:27])[C:21]([F:26])=[C:22]([F:25])[C:23]=2[F:24])(=[O:16])=[O:15])(=[O:38])=[O:39])=[C:41]([CH3:49])[CH:42]=1. (3) Given the reactants C([N:8]1[CH2:13][CH2:12][CH:11]([C:14]2[N:15]([CH2:27][CH3:28])[CH:16]=[C:17]([C:19]3[CH:24]=[CH:23][C:22]([F:25])=[C:21]([Cl:26])[CH:20]=3)[N:18]=2)[CH2:10][CH2:9]1)C1C=CC=CC=1.C1(N)C2C(=CC=CC=2N)C=CC=1.ClC(OC(Cl)C)=O, predict the reaction product. The product is: [ClH:26].[Cl:26][C:21]1[CH:20]=[C:19]([C:17]2[N:18]=[C:14]([CH:11]3[CH2:12][CH2:13][NH:8][CH2:9][CH2:10]3)[N:15]([CH2:27][CH3:28])[CH:16]=2)[CH:24]=[CH:23][C:22]=1[F:25]. (4) Given the reactants C[O:2][C:3](=[O:36])[CH2:4][CH2:5][C:6]1[CH:11]=[CH:10][C:9]([O:12][CH2:13][CH2:14][CH:15]([O:17][C:18]2[CH:23]=[CH:22][C:21]([CH:24]([CH3:26])[CH3:25])=[CH:20][C:19]=2[C:27](=[O:34])[C:28]2[CH:33]=[CH:32][CH:31]=[CH:30][CH:29]=2)[CH3:16])=[CH:8][C:7]=1[CH3:35], predict the reaction product. The product is: [C:27]([C:19]1[CH:20]=[C:21]([CH:24]([CH3:26])[CH3:25])[CH:22]=[CH:23][C:18]=1[O:17][CH:15]([CH3:16])[CH2:14][CH2:13][O:12][C:9]1[CH:10]=[CH:11][C:6]([CH2:5][CH2:4][C:3]([OH:36])=[O:2])=[C:7]([CH3:35])[CH:8]=1)(=[O:34])[C:28]1[CH:29]=[CH:30][CH:31]=[CH:32][CH:33]=1. (5) The product is: [OH:22][CH2:21][CH2:20][N:19]1[CH2:10][CH2:11][C:7]([C:1]2[CH:6]=[CH:5][CH:4]=[CH:3][CH:2]=2)([C:13]2[CH:18]=[CH:17][CH:16]=[CH:15][CH:14]=2)[C:8]1=[O:9]. Given the reactants [C:1]1([C:7]2([C:13]3[CH:18]=[CH:17][CH:16]=[CH:15][CH:14]=3)[CH2:11][CH2:10][O:9][C:8]2=O)[CH:6]=[CH:5][CH:4]=[CH:3][CH:2]=1.[NH2:19][CH2:20][CH2:21][OH:22], predict the reaction product. (6) Given the reactants C(N(C(C)C)CC)(C)C.[Li]CCCC.[Cl:15][C:16]1[CH:21]=[C:20]([Cl:22])[CH:19]=[CH:18][N:17]=1.[C:23](=[O:25])=[O:24], predict the reaction product. The product is: [Cl:15][C:16]1[N:17]=[CH:18][CH:19]=[C:20]([Cl:22])[C:21]=1[C:23]([OH:25])=[O:24].